This data is from Catalyst prediction with 721,799 reactions and 888 catalyst types from USPTO. The task is: Predict which catalyst facilitates the given reaction. (1) Reactant: [CH3:1][O:2][C:3]1[CH:4]=[C:5]([NH:15][C:16]2[N:21]=[C:20]([CH:22]=[O:23])[CH:19]=[C:18]([CH2:24][O:25][CH2:26][C:27]([F:30])([F:29])[F:28])[N:17]=2)[CH:6]=[CH:7][C:8]=1[N:9]1[CH:13]=[C:12]([CH3:14])[N:11]=[CH:10]1.O1CCOCC1.[CH:37]1([CH2:40][Mg]Br)[CH2:39][CH2:38]1. Product: [CH:37]1([CH2:40][CH:22]([C:20]2[CH:19]=[C:18]([CH2:24][O:25][CH2:26][C:27]([F:29])([F:30])[F:28])[N:17]=[C:16]([NH:15][C:5]3[CH:6]=[CH:7][C:8]([N:9]4[CH:13]=[C:12]([CH3:14])[N:11]=[CH:10]4)=[C:3]([O:2][CH3:1])[CH:4]=3)[N:21]=2)[OH:23])[CH2:39][CH2:38]1. The catalyst class is: 1. (2) Reactant: [NH2:1][C:2]1[CH:3]=[C:4]([S:9]([N:12]2[CH2:16][CH2:15][CH2:14][C@@H:13]2[C:17]([O:19][CH3:20])=[O:18])(=[O:11])=[O:10])[CH:5]=[CH:6][C:7]=1Cl.[CH3:21][O:22][C:23]1[C:24](=O)[C:25](=[O:29])[C:26]=1[O:27]C. Product: [CH3:21][O:22][C:23]1[C:26](=[O:27])[C:25](=[O:29])[C:24]=1[NH:1][C:2]1[CH:3]=[C:4]([S:9]([N:12]2[CH2:16][CH2:15][CH2:14][C@@H:13]2[C:17]([O:19][CH3:20])=[O:18])(=[O:11])=[O:10])[CH:5]=[CH:6][CH:7]=1. The catalyst class is: 5. (3) Reactant: [N:1]1([C:5]2[N:14]=[C:13]3[C:8]([C:9](=[O:31])[C:10]([C:26]([O:28]CC)=[O:27])=[CH:11][N:12]3[CH2:15][C:16]3[CH:21]=[CH:20][C:19]([O:22][CH3:23])=[CH:18][C:17]=3[O:24][CH3:25])=[C:7]([CH3:32])[CH:6]=2)[CH2:4][CH2:3][CH2:2]1.O.[OH-].[Li+].Cl. Product: [N:1]1([C:5]2[N:14]=[C:13]3[C:8]([C:9](=[O:31])[C:10]([C:26]([OH:28])=[O:27])=[CH:11][N:12]3[CH2:15][C:16]3[CH:21]=[CH:20][C:19]([O:22][CH3:23])=[CH:18][C:17]=3[O:24][CH3:25])=[C:7]([CH3:32])[CH:6]=2)[CH2:2][CH2:3][CH2:4]1. The catalyst class is: 12. (4) Reactant: [C:1](Cl)(=[O:4])[CH:2]=[CH2:3].[NH2:6][C:7]1[C:8]([N:33]([CH2:35][CH2:36][N:37]([CH3:39])[CH3:38])[CH3:34])=[CH:9][C:10]([O:31][CH3:32])=[C:11]([NH:13][C:14]2[N:19]=[C:18]([C:20]3[CH:21]=[N:22][N:23]4[CH:28]=[CH:27][CH:26]=[CH:25][C:24]=34)[C:17]([C:29]#[N:30])=[CH:16][N:15]=2)[CH:12]=1.CCN(C(C)C)C(C)C. Product: [C:29]([C:17]1[C:18]([C:20]2[CH:21]=[N:22][N:23]3[CH:28]=[CH:27][CH:26]=[CH:25][C:24]=23)=[N:19][C:14]([NH:13][C:11]2[C:10]([O:31][CH3:32])=[CH:9][C:8]([N:33]([CH2:35][CH2:36][N:37]([CH3:38])[CH3:39])[CH3:34])=[C:7]([NH:6][C:1](=[O:4])[CH:2]=[CH2:3])[CH:12]=2)=[N:15][CH:16]=1)#[N:30]. The catalyst class is: 1. (5) Reactant: [O:1]1[CH:5]=[CH:4][CH:3]=[C:2]1[C:6]1[N:7]=[C:8]([NH:17][C:18]([CH:20]2[CH2:25][CH2:24][NH:23][CH2:22][CH2:21]2)=[O:19])[S:9][C:10]=1[N:11]1[CH2:16][CH2:15][O:14][CH2:13][CH2:12]1.Cl[C:27]1[CH:32]=[CH:31][C:30]([C:33]#[N:34])=[CH:29][N:28]=1.C(=O)([O-])[O-].[K+].[K+]. Product: [C:33]([C:30]1[CH:31]=[CH:32][C:27]([N:23]2[CH2:24][CH2:25][CH:20]([C:18]([NH:17][C:8]3[S:9][C:10]([N:11]4[CH2:16][CH2:15][O:14][CH2:13][CH2:12]4)=[C:6]([C:2]4[O:1][CH:5]=[CH:4][CH:3]=4)[N:7]=3)=[O:19])[CH2:21][CH2:22]2)=[N:28][CH:29]=1)#[N:34]. The catalyst class is: 12.